From a dataset of Peptide-MHC class I binding affinity with 185,985 pairs from IEDB/IMGT. Regression. Given a peptide amino acid sequence and an MHC pseudo amino acid sequence, predict their binding affinity value. This is MHC class I binding data. (1) The MHC is HLA-A01:01 with pseudo-sequence HLA-A01:01. The binding affinity (normalized) is 0.0847. The peptide sequence is MLKLRVDVF. (2) The peptide sequence is LMYILGTYG. The MHC is HLA-B15:03 with pseudo-sequence HLA-B15:03. The binding affinity (normalized) is 0.553. (3) The peptide sequence is MEFWLVAAL. The MHC is HLA-A02:06 with pseudo-sequence YYAMYGEKVAHTHVDTLYVRYHYYTWAVLAYTWY. The binding affinity (normalized) is 0.738. (4) The peptide sequence is SVDFVVNGHT. The MHC is HLA-A02:02 with pseudo-sequence HLA-A02:02. The binding affinity (normalized) is 0.